From a dataset of Reaction yield outcomes from USPTO patents with 853,638 reactions. Predict the reaction yield, written as a fraction of the theoretical maximum amount of product (1.0 means a 100% yield; for example, 0.34 means a 34% yield). (1) The reactants are [C:1]12([C:7]3[C:11]4[CH2:12][N:13](C(OC(C)(C)C)=O)[CH2:14][CH2:15][C:10]=4[NH:9][N:8]=3)[CH2:6][CH:5]1[CH2:4][CH2:3][CH2:2]2.Cl.O1CCOCC1.C(OCC)(=O)C. The catalyst is O1CCOCC1. The product is [C:1]12([C:7]3[C:11]4[CH2:12][NH:13][CH2:14][CH2:15][C:10]=4[NH:9][N:8]=3)[CH2:6][CH:5]1[CH2:4][CH2:3][CH2:2]2. The yield is 1.00. (2) The reactants are [C:1]([C:4]1[N:9]=[CH:8][C:7]([C:10]2([C:18]#[N:19])[CH2:15][CH2:14][C:13]([F:17])([F:16])[CH2:12][CH2:11]2)=[CH:6][CH:5]=1)(=[O:3])[CH3:2].[CH3:20][Mg]Br.CCOCC. The catalyst is C1COCC1. The product is [F:17][C:13]1([F:16])[CH2:12][CH2:11][C:10]([C:7]2[CH:8]=[N:9][C:4]([C:1]([OH:3])([CH3:20])[CH3:2])=[CH:5][CH:6]=2)([C:18]#[N:19])[CH2:15][CH2:14]1. The yield is 0.480. (3) The reactants are Br[C:2]1O[C:5]([CH2:7][N:8]([CH3:10])[CH3:9])=[CH:4][CH:3]=1.[CH:11]([C:13]1[CH:18]=[CH:17][CH:16]=[CH:15][C:14]=1B(O)O)=[O:12].[C:22](=O)([O-])[O-].[Na+].[Na+].Cl. The catalyst is Cl[Pd](Cl)([P](C1C=CC=CC=1)(C1C=CC=CC=1)C1C=CC=CC=1)[P](C1C=CC=CC=1)(C1C=CC=CC=1)C1C=CC=CC=1.C(#N)C. The product is [CH3:9][N:8]([CH2:7][C:5]1[CH2:22][C:2]([C:14]2[CH:15]=[CH:16][CH:17]=[CH:18][C:13]=2[CH:11]=[O:12])=[CH:3][CH:4]=1)[CH3:10]. The yield is 0.690. (4) The reactants are [O:1]=[C:2]1[C:11]2[C:6](=[CH:7][CH:8]=[C:9]([C:12]3([C:15]([O:17]C)=[O:16])[CH2:14][CH2:13]3)[CH:10]=2)[O:5][CH2:4][CH2:3]1.O[Li].[OH2:21].[CH3:22]O. The catalyst is O. The product is [OH:1][C:2]1([O:21][CH3:22])[C:11]2[C:6](=[CH:7][CH:8]=[C:9]([C:12]3([C:15]([OH:17])=[O:16])[CH2:13][CH2:14]3)[CH:10]=2)[O:5][CH2:4][CH2:3]1. The yield is 0.440.